From a dataset of HIV replication inhibition screening data with 41,000+ compounds from the AIDS Antiviral Screen. Binary Classification. Given a drug SMILES string, predict its activity (active/inactive) in a high-throughput screening assay against a specified biological target. (1) The drug is O=C(Nc1cccc(C(F)(F)F)c1)C(=O)C1NC(=S)NC1=O. The result is 0 (inactive). (2) The compound is Nc1ncnc2c1ncn2C1OC2CSCCC2(O)C1O. The result is 0 (inactive). (3) The drug is CC(C)(CO)NCC(O)CS(=O)(=O)O. The result is 0 (inactive). (4) The compound is CC(=O)[OH+][Cu-4]12(Oc3ccccc3C=[N+]1c1ccc(S(=O)(=O)Nc3ncccn3)cc1)Oc1ccccc1C=[N+]2c1ccc(S(=O)(=O)Nc2ncccn2)cc1. The result is 0 (inactive).